This data is from NCI-60 drug combinations with 297,098 pairs across 59 cell lines. The task is: Regression. Given two drug SMILES strings and cell line genomic features, predict the synergy score measuring deviation from expected non-interaction effect. Drug 1: CN(C)N=NC1=C(NC=N1)C(=O)N. Drug 2: C(CC(=O)O)C(=O)CN.Cl. Synergy scores: CSS=31.6, Synergy_ZIP=-4.35, Synergy_Bliss=-4.41, Synergy_Loewe=-0.825, Synergy_HSA=-0.177. Cell line: CCRF-CEM.